The task is: Predict the product of the given reaction.. This data is from Forward reaction prediction with 1.9M reactions from USPTO patents (1976-2016). (1) Given the reactants [F:1][C:2]1[CH:7]=[C:6]([F:8])[CH:5]=[CH:4][C:3]=1[NH:9][C:10]1[C:19]2[C:14](=[CH:15][C:16]([O:27][CH3:28])=[C:17]([CH:20]3[CH2:25][CH2:24][N:23](C)[CH2:22][CH2:21]3)[CH:18]=2)[N:13]=[CH:12][C:11]=1[C:29]([O:31][CH2:32][CH3:33])=[O:30].ClC(OC(Cl)C)=O.C(N(CC)CC)C, predict the reaction product. The product is: [F:1][C:2]1[CH:7]=[C:6]([F:8])[CH:5]=[CH:4][C:3]=1[NH:9][C:10]1[C:19]2[C:14](=[CH:15][C:16]([O:27][CH3:28])=[C:17]([CH:20]3[CH2:25][CH2:24][NH:23][CH2:22][CH2:21]3)[CH:18]=2)[N:13]=[CH:12][C:11]=1[C:29]([O:31][CH2:32][CH3:33])=[O:30]. (2) Given the reactants [CH3:1][O:2][CH2:3][C@H:4]([CH3:31])[O:5][C:6]1[CH:7]=[C:8]([C:23]2[NH:27][C:26]([C:28](O)=[O:29])=[CH:25][CH:24]=2)[CH:9]=[C:10]([O:12][C:13]2[CH:18]=[CH:17][C:16]([S:19]([CH3:22])(=[O:21])=[O:20])=[CH:15][CH:14]=2)[CH:11]=1.[C:32]([S:51][CH2:52][CH2:53][NH2:54])([C:45]1[CH:50]=[CH:49][CH:48]=[CH:47][CH:46]=1)([C:39]1[CH:44]=[CH:43][CH:42]=[CH:41][CH:40]=1)[C:33]1[CH:38]=[CH:37][CH:36]=[CH:35][CH:34]=1.CCN=C=NCCCN(C)C.Cl, predict the reaction product. The product is: [CH3:1][O:2][CH2:3][C@H:4]([CH3:31])[O:5][C:6]1[CH:7]=[C:8]([C:23]2[NH:27][C:26]([C:28]([NH:54][CH2:53][CH2:52][S:51][C:32]([C:39]3[CH:44]=[CH:43][CH:42]=[CH:41][CH:40]=3)([C:33]3[CH:34]=[CH:35][CH:36]=[CH:37][CH:38]=3)[C:45]3[CH:50]=[CH:49][CH:48]=[CH:47][CH:46]=3)=[O:29])=[CH:25][CH:24]=2)[CH:9]=[C:10]([O:12][C:13]2[CH:14]=[CH:15][C:16]([S:19]([CH3:22])(=[O:21])=[O:20])=[CH:17][CH:18]=2)[CH:11]=1. (3) Given the reactants [C:1]([C:5]1[CH:6]=[C:7]([NH:44][S:45]([CH3:48])(=[O:47])=[O:46])[C:8]([O:42][CH3:43])=[C:9]([NH:11][C:12]([C:14]2[S:18][C:17]3[C:19]([NH:23][C:24](=[O:41])[C:25]4[CH:30]=[CH:29][C:28]([NH:31]CC5C=CC(OC)=CC=5)=[N:27][CH:26]=4)=[CH:20][CH:21]=[CH:22][C:16]=3[CH:15]=2)=[O:13])[CH:10]=1)([CH3:4])([CH3:3])[CH3:2], predict the reaction product. The product is: [NH2:31][C:28]1[CH:29]=[CH:30][C:25]([C:24]([NH:23][C:19]2[C:17]3[S:18][C:14]([C:12](=[O:13])[NH:11][C:9]4[CH:10]=[C:5]([C:1]([CH3:3])([CH3:4])[CH3:2])[CH:6]=[C:7]([NH:44][S:45]([CH3:48])(=[O:47])=[O:46])[C:8]=4[O:42][CH3:43])=[CH:15][C:16]=3[CH:22]=[CH:21][CH:20]=2)=[O:41])=[CH:26][N:27]=1. (4) Given the reactants [N:1]1[C:5]2[CH:6]=[CH:7][C:8]([NH2:10])=[CH:9][C:4]=2[NH:3][CH:2]=1.[CH3:11][O:12][C:13]1[CH:14]=[C:15]([CH:18]=[CH:19][CH:20]=1)[CH2:16]Br.[C:21]([O-:24])([O-])=O.[K+].[K+], predict the reaction product. The product is: [CH3:11][O:12][C:13]1[CH:14]=[C:15]([CH:18]=[CH:19][CH:20]=1)[CH2:16][N:10]([CH2:16][C:15]1[CH:18]=[CH:19][CH:20]=[C:13]([O:24][CH3:21])[CH:14]=1)[C:8]1[CH:7]=[CH:6][C:5]2[NH:1][CH:2]=[N:3][C:4]=2[CH:9]=1. (5) Given the reactants [CH3:1][C:2]1[CH:3]=[C:4]([NH:23][C:24](=O)[O:25]C2C=CC=CC=2)[CH:5]=[CH:6][C:7]=1[O:8][C:9]1[C:14]([C:15]2[CH:20]=[CH:19][N:18]=[C:17]([NH:21][CH3:22])[N:16]=2)=[CH:13][CH:12]=[CH:11][N:10]=1.[CH3:33][N:34]1[CH2:39][CH2:38][N:37]([C:40]2[CH:45]=[CH:44][C:43]([C:46]([F:49])([F:48])[F:47])=[CH:42][C:41]=2[NH2:50])[CH2:36][CH2:35]1, predict the reaction product. The product is: [CH3:1][C:2]1[CH:3]=[C:4]([NH:23][C:24]([NH:50][C:41]2[CH:42]=[C:43]([C:46]([F:47])([F:48])[F:49])[CH:44]=[CH:45][C:40]=2[N:37]2[CH2:38][CH2:39][N:34]([CH3:33])[CH2:35][CH2:36]2)=[O:25])[CH:5]=[CH:6][C:7]=1[O:8][C:9]1[C:14]([C:15]2[CH:20]=[CH:19][N:18]=[C:17]([NH:21][CH3:22])[N:16]=2)=[CH:13][CH:12]=[CH:11][N:10]=1. (6) Given the reactants [CH:1]1([C@@H:7]2[NH:12][C:11](=[O:13])[C@H:10]([CH2:14][CH:15]([CH3:17])[CH3:16])[NH:9][CH2:8]2)[CH2:6][CH2:5][CH2:4][CH2:3][CH2:2]1.[S:18]1[CH:22]=[CH:21][CH:20]=[C:19]1[C:23]1[O:27][N:26]=[C:25]([C:28](O)=[O:29])[CH:24]=1.C([C@@H]1N(C(=O)/C=C/C2C=CC=CC=2)C[C@H](CC(C)C)NC1=O)C(C)C, predict the reaction product. The product is: [CH:1]1([C@@H:7]2[NH:12][C:11](=[O:13])[C@H:10]([CH2:14][CH:15]([CH3:17])[CH3:16])[N:9]([C:28]([C:25]3[CH:24]=[C:23]([C:19]4[S:18][CH:22]=[CH:21][CH:20]=4)[O:27][N:26]=3)=[O:29])[CH2:8]2)[CH2:2][CH2:3][CH2:4][CH2:5][CH2:6]1. (7) Given the reactants [F:1][C:2]1[CH:3]=[C:4]2[C:8](=[CH:9][CH:10]=1)[NH:7][C:6](=[O:11])[C@@:5]12[CH2:13][C:12]1([CH3:15])[CH3:14].[CH3:16][O:17][C:18](=[O:32])[C:19]1[CH:24]=[C:23]([N:25]2[CH2:29][CH2:28][O:27][C:26]2=[O:30])[CH:22]=[C:21](Br)[CH:20]=1.C(=O)([O-])[O-].[K+].[K+].CNCCNC, predict the reaction product. The product is: [CH3:16][O:17][C:18](=[O:32])[C:19]1[CH:24]=[C:23]([N:25]2[CH2:29][CH2:28][O:27][C:26]2=[O:30])[CH:22]=[C:21]([N:7]2[C:8]3[C:4](=[CH:3][C:2]([F:1])=[CH:10][CH:9]=3)[C@@:5]3([CH2:13][C:12]3([CH3:15])[CH3:14])[C:6]2=[O:11])[CH:20]=1.